This data is from Forward reaction prediction with 1.9M reactions from USPTO patents (1976-2016). The task is: Predict the product of the given reaction. (1) Given the reactants [Cl:1][C:2]1[CH:3]=[C:4]([CH:8]=[CH:9][CH:10]=1)[C:5]([OH:7])=O.Cl.[NH2:12][CH2:13][C:14]1[CH:21]=[CH:20][C:17]([C:18]#[N:19])=[CH:16][C:15]=1[OH:22], predict the reaction product. The product is: [Cl:1][C:2]1[CH:3]=[C:4]([CH:8]=[CH:9][CH:10]=1)[C:5]([NH:12][CH2:13][C:14]1[CH:21]=[CH:20][C:17]([C:18]#[N:19])=[CH:16][C:15]=1[OH:22])=[O:7]. (2) Given the reactants [Cl:1][C:2]1[N:3]=[C:4]2[C:9](=[CH:10][CH:11]=1)[N:8]=[CH:7][C:6]([C:12](=[O:14])[CH3:13])=[C:5]2[NH:15][C:16]1[CH:21]=[CH:20][CH:19]=[C:18]([CH2:22][CH2:23][N:24]2[CH2:28][CH2:27][CH2:26][CH2:25]2)[CH:17]=1.[Cl:29][C:30]1[CH:35]=[C:34](B2OC(C)(C)C(C)(C)O2)[CH:33]=[C:32]([Cl:45])[C:31]=1[OH:46].C1(N)C(F)=C(F)C(F)=C(N)C=1F.Cl.Cl, predict the reaction product. The product is: [ClH:1].[ClH:29].[Cl:29][C:30]1[CH:35]=[C:34]([C:2]2[N:3]=[C:4]3[C:9](=[CH:10][CH:11]=2)[N:8]=[CH:7][C:6]([C:12](=[O:14])[CH3:13])=[C:5]3[NH:15][C:16]2[CH:21]=[CH:20][CH:19]=[C:18]([CH2:22][CH2:23][N:24]3[CH2:28][CH2:27][CH2:26][CH2:25]3)[CH:17]=2)[CH:33]=[C:32]([Cl:45])[C:31]=1[OH:46]. (3) Given the reactants [CH3:1][C:2]1[C:11]2[C:6](=[CH:7][CH:8]=[CH:9][CH:10]=2)[C:5]([C:12]([NH:14][C:15]2[C:16]([C:21]([O:23][CH3:24])=[O:22])=[N:17][CH:18]=[CH:19][CH:20]=2)=[O:13])=[CH:4][CH:3]=1.C1C(=O)N([Br:32])C(=O)C1.N(C1(C#N)CCCCC1)=NC1(C#N)CCCCC1, predict the reaction product. The product is: [Br:32][CH2:1][C:2]1[C:11]2[C:6](=[CH:7][CH:8]=[CH:9][CH:10]=2)[C:5]([C:12]([NH:14][C:15]2[C:16]([C:21]([O:23][CH3:24])=[O:22])=[N:17][CH:18]=[CH:19][CH:20]=2)=[O:13])=[CH:4][CH:3]=1. (4) The product is: [F:1][C:2]1[CH:7]=[CH:6][CH:5]=[C:4]([F:8])[C:3]=1[N:9]1[C:14]2[N:15]=[C:16]([NH:43][CH2:42][CH2:41][N:36]3[CH2:40][CH2:39][CH2:38][CH2:37]3)[N:17]=[C:18]([C:19]3[CH:20]=[C:21]([CH:28]=[CH:29][C:30]=3[CH3:31])[C:22]([NH:24][CH:25]([CH3:27])[CH3:26])=[O:23])[C:13]=2[CH2:12][NH:11][C:10]1=[O:35]. Given the reactants [F:1][C:2]1[CH:7]=[CH:6][CH:5]=[C:4]([F:8])[C:3]=1[N:9]1[C:14]2[N:15]=[C:16](S(C)=O)[N:17]=[C:18]([C:19]3[CH:20]=[C:21]([CH:28]=[CH:29][C:30]=3[CH3:31])[C:22]([NH:24][CH:25]([CH3:27])[CH3:26])=[O:23])[C:13]=2[CH2:12][NH:11][C:10]1=[O:35].[N:36]1([CH2:41][CH2:42][NH2:43])[CH2:40][CH2:39][CH2:38][CH2:37]1, predict the reaction product. (5) Given the reactants Br[CH2:2][CH2:3][CH2:4][CH2:5][CH2:6][CH2:7][CH2:8][CH2:9][CH2:10][OH:11].[CH3:12][CH:13]([CH3:19])[CH2:14][CH2:15][CH2:16][CH2:17]Br, predict the reaction product. The product is: [CH3:12][CH:13]([CH3:19])[CH2:14][CH2:15][CH2:16][CH2:17][CH2:2][CH2:3][CH2:4][CH2:5][CH2:6][CH2:7][CH2:8][CH2:9][CH2:10][OH:11].